This data is from Catalyst prediction with 721,799 reactions and 888 catalyst types from USPTO. The task is: Predict which catalyst facilitates the given reaction. Reactant: [CH3:1][C:2]1([CH3:12])[C:11]2[C:6](=[CH:7][CH:8]=[CH:9][CH:10]=2)[CH2:5][CH2:4][CH2:3]1.C1C[O:16][CH2:15][CH2:14]1.C(OCC)(=[O:20])C. Product: [OH:20][CH:5]1[C:6]2[C:11](=[CH:10][C:9]([C:15](=[O:16])[CH3:14])=[CH:8][CH:7]=2)[C:2]([CH3:12])([CH3:1])[CH2:3][CH2:4]1. The catalyst class is: 250.